This data is from Full USPTO retrosynthesis dataset with 1.9M reactions from patents (1976-2016). The task is: Predict the reactants needed to synthesize the given product. (1) Given the product [Cl:9][C:5]1[C:4]([F:10])=[C:3]([CH2:2][C:19]([OH:20])=[O:14])[CH:8]=[CH:7][CH:6]=1, predict the reactants needed to synthesize it. The reactants are: Br[CH2:2][C:3]1[CH:8]=[CH:7][CH:6]=[C:5]([Cl:9])[C:4]=1[F:10].[C-]#N.[K+].[OH-:14].[K+].CN([CH:19]=[O:20])C. (2) Given the product [O:28]1[C:33]2[CH:34]=[CH:35][C:36]([CH2:38][CH2:39][N:18]3[CH2:19][CH2:20][N:15]([CH2:14][CH2:13][N:10]4[C:11]5[C:6](=[CH:5][CH:4]=[C:3]([O:2][CH3:1])[CH:12]=5)[C:7]([CH3:27])=[CH:8][C:9]4=[O:26])[CH:16]([C:21]([O:23][CH2:24][CH3:25])=[O:22])[CH2:17]3)=[CH:37][C:32]=2[O:31][CH2:30][CH2:29]1, predict the reactants needed to synthesize it. The reactants are: [CH3:1][O:2][C:3]1[CH:12]=[C:11]2[C:6]([C:7]([CH3:27])=[CH:8][C:9](=[O:26])[N:10]2[CH2:13][CH2:14][N:15]2[CH2:20][CH2:19][NH:18][CH2:17][CH:16]2[C:21]([O:23][CH2:24][CH3:25])=[O:22])=[CH:5][CH:4]=1.[O:28]1[C:33]2[CH:34]=[CH:35][C:36]([CH2:38][CH:39]=O)=[CH:37][C:32]=2[O:31][CH2:30][CH2:29]1.C(O[BH-](OC(=O)C)OC(=O)C)(=O)C.[Na+].Cl. (3) Given the product [ClH:35].[CH3:1][O:2][C:3]1[CH:4]=[CH:5][C:6]([S:9]([N:12]2[C:20]3[C:15](=[CH:16][C:17]([N:21]4[CH2:26][CH2:25][NH:24][CH2:23][CH2:22]4)=[CH:18][CH:19]=3)[CH:14]=[CH:13]2)(=[O:11])=[O:10])=[CH:7][CH:8]=1, predict the reactants needed to synthesize it. The reactants are: [CH3:1][O:2][C:3]1[CH:8]=[CH:7][C:6]([S:9]([N:12]2[C:20]3[C:15](=[CH:16][C:17]([N:21]4[CH2:26][CH2:25][N:24](CC5C=CC=CC=5)[CH2:23][CH2:22]4)=[CH:18][CH:19]=3)[CH:14]=[CH:13]2)(=[O:11])=[O:10])=[CH:5][CH:4]=1.C(Cl)[Cl:35]. (4) Given the product [Cl:21][C:22]1[CH:39]=[CH:38][C:25]2[CH:26]=[C:27]([C:2]3[C:11]([N:12]([CH3:16])[CH:13]([CH3:15])[CH3:14])=[N:10][C:9]4[C:4](=[CH:5][CH:6]=[C:7]([C:17]([O:19][CH3:20])=[O:18])[CH:8]=4)[N:3]=3)[O:28][C:24]=2[CH:23]=1, predict the reactants needed to synthesize it. The reactants are: Cl[C:2]1[C:11]([N:12]([CH3:16])[CH:13]([CH3:15])[CH3:14])=[N:10][C:9]2[C:4](=[CH:5][CH:6]=[C:7]([C:17]([O:19][CH3:20])=[O:18])[CH:8]=2)[N:3]=1.[Cl:21][C:22]1[CH:39]=[CH:38][C:25]2[CH:26]=[C:27](B3OC(C)(C)C(C)(C)O3)[O:28][C:24]=2[CH:23]=1.[O-]P([O-])([O-])=O.[K+].[K+].[K+]. (5) The reactants are: [Na+].[Na+].[P:3]([O-:32])([O-:31])([O:5][CH2:6][N:7]1[C:16]2[C:11](=[C:12]([F:21])[CH:13]=[CH:14][C:15]=2[O:17][CH2:18][CH2:19][CH3:20])[C:10](=[O:22])[C:9]([C:23]2[CH:28]=[CH:27][C:26]([O:29][CH3:30])=[CH:25][CH:24]=2)=[CH:8]1)=[O:4].[Cl-].[Mg+2:34].[Cl-]. Given the product [Mg+2:34].[P:3]([O-:32])([O-:31])([O:5][CH2:6][N:7]1[C:16]2[C:11](=[C:12]([F:21])[CH:13]=[CH:14][C:15]=2[O:17][CH2:18][CH2:19][CH3:20])[C:10](=[O:22])[C:9]([C:23]2[CH:24]=[CH:25][C:26]([O:29][CH3:30])=[CH:27][CH:28]=2)=[CH:8]1)=[O:4], predict the reactants needed to synthesize it. (6) Given the product [C:44]([OH:51])(=[O:50])/[CH:45]=[CH:46]\[C:47]([OH:49])=[O:48].[C:44]([OH:51])(=[O:50])/[CH:45]=[CH:46]\[C:47]([OH:49])=[O:48].[C:44]([OH:51])(=[O:50])/[CH:45]=[CH:46]\[C:47]([OH:49])=[O:48].[NH2:1][C:2]1[N:7]=[CH:6][N:5]=[C:4]2[N:8]([CH:31]3[CH2:32][CH2:33][N:34]([CH:37]4[CH2:42][CH2:41][N:40]([CH3:43])[CH2:39][CH2:38]4)[CH2:35][CH2:36]3)[N:9]=[C:10]([C:11]3[CH:16]=[CH:15][C:14]([NH:17][C:18](=[O:28])[CH2:19][C@@H:20]([C:22]4[CH:23]=[CH:24][CH:25]=[CH:26][CH:27]=4)[CH3:21])=[C:13]([O:29][CH3:30])[CH:12]=3)[C:3]=12, predict the reactants needed to synthesize it. The reactants are: [NH2:1][C:2]1[N:7]=[CH:6][N:5]=[C:4]2[N:8]([CH:31]3[CH2:36][CH2:35][N:34]([CH:37]4[CH2:42][CH2:41][N:40]([CH3:43])[CH2:39][CH2:38]4)[CH2:33][CH2:32]3)[N:9]=[C:10]([C:11]3[CH:16]=[CH:15][C:14]([NH:17][C:18](=[O:28])[CH2:19][C@@H:20]([C:22]4[CH:27]=[CH:26][CH:25]=[CH:24][CH:23]=4)[CH3:21])=[C:13]([O:29][CH3:30])[CH:12]=3)[C:3]=12.[C:44]([OH:51])(=[O:50])/[CH:45]=[CH:46]\[C:47]([OH:49])=[O:48]. (7) Given the product [OH:27][NH:26][C:19]([C:16]1[CH:17]=[CH:18][C:12]2[N:11]([CH3:23])[CH2:10][CH2:9][N:8]([CH2:7][C:6]3[CH:24]=[CH:25][C:3]([O:2][CH3:1])=[CH:4][CH:5]=3)[CH2:14][C:13]=2[CH:15]=1)=[O:20], predict the reactants needed to synthesize it. The reactants are: [CH3:1][O:2][C:3]1[CH:25]=[CH:24][C:6]([CH2:7][N:8]2[CH2:14][C:13]3[CH:15]=[C:16]([C:19](OC)=[O:20])[CH:17]=[CH:18][C:12]=3[N:11]([CH3:23])[CH2:10][CH2:9]2)=[CH:5][CH:4]=1.[NH2:26][OH:27].[OH-].[Na+]. (8) Given the product [C:13]([C:9]1[S:5][C:3](=[O:4])[N:2]([CH3:1])[C:10]=1[CH3:11])(=[O:15])[CH3:14], predict the reactants needed to synthesize it. The reactants are: [CH3:1][NH:2][C:3](=[S:5])[O-:4].C[NH3+].Cl[CH:9]([C:13](=[O:15])[CH3:14])[C:10](=O)[CH3:11].CCOCC.